From a dataset of Reaction yield outcomes from USPTO patents with 853,638 reactions. Predict the reaction yield, written as a fraction of the theoretical maximum amount of product (1.0 means a 100% yield; for example, 0.34 means a 34% yield). (1) The reactants are [Br:1][C:2]1[CH:10]=[C:9]2[C:5]([CH2:6][C:7]3([CH2:17][CH2:16][C:15]4[CH:18]=[CH:19][CH:20]=[CH:21][C:14]=4[CH2:13][CH2:12]3)[C:8]2=O)=[CH:4][CH:3]=1.[C:22](=[N:28][Si](C)(C)C)=[N:23][Si](C)(C)C. The catalyst is C(Cl)Cl.Cl[Ti](Cl)(Cl)Cl. The product is [Br:1][C:2]1[CH:10]=[C:9]2[C:5](=[CH:4][CH:3]=1)[CH2:6][C:7]1([CH2:17][CH2:16][C:15]3[CH:18]=[CH:19][CH:20]=[CH:21][C:14]=3[CH2:13][CH2:12]1)/[C:8]/2=[N:28]/[C:22]#[N:23]. The yield is 0.0400. (2) The reactants are [CH2:1]([N:8]([CH2:12][Si](C)(C)C)[CH2:9]OC)[C:2]1[CH:7]=[CH:6][CH:5]=[CH:4][CH:3]=1.[C:17]([O:23][CH2:24][CH3:25])(=[O:22])/[CH:18]=[CH:19]\[CH2:20][CH3:21]. The catalyst is C(Cl)Cl.C(O)(C(F)(F)F)=O. The product is [CH2:1]([N:8]1[CH2:9][C@H:19]([CH2:20][CH3:21])[C@H:18]([C:17]([O:23][CH2:24][CH3:25])=[O:22])[CH2:12]1)[C:2]1[CH:3]=[CH:4][CH:5]=[CH:6][CH:7]=1. The yield is 0.960. (3) The reactants are [I:1][C:2]1[C:10]2[C:5](=[CH:6][CH:7]=[C:8]([C:11]([OH:13])=O)[CH:9]=2)[NH:4][N:3]=1.[CH:14]1([CH:18]([C:20]2[CH:25]=[CH:24][CH:23]=[CH:22][N:21]=2)[NH2:19])[CH2:17][CH2:16][CH2:15]1.CN(C(ON1N=NC2C=CC=CC1=2)=[N+](C)C)C.[B-](F)(F)(F)F.CCN(C(C)C)C(C)C. The catalyst is CN(C=O)C. The product is [CH:14]1([CH:18]([C:20]2[CH:25]=[CH:24][CH:23]=[CH:22][N:21]=2)[NH:19][C:11]([C:8]2[CH:9]=[C:10]3[C:5](=[CH:6][CH:7]=2)[NH:4][N:3]=[C:2]3[I:1])=[O:13])[CH2:15][CH2:16][CH2:17]1. The yield is 0.690. (4) The reactants are [C:1]([O:5][C:6]([NH:8][C@H:9]([CH2:29][C:30]1[CH:35]=[C:34]([F:36])[C:33]([F:37])=[CH:32][C:31]=1[F:38])[CH2:10][C:11]([N:13]1[CH2:18][CH2:17][N:16]2[C:19]([C:25]([F:28])([F:27])[F:26])=[N:20][C:21]([C:22](O)=[O:23])=[C:15]2[CH2:14]1)=[O:12])=[O:7])([CH3:4])([CH3:3])[CH3:2].O=C1N(P(Cl)(N2CCOC2=O)=O)CCO1.C(N(CC)CC)C.Cl.[F:62][C@H:63]1[CH2:67][CH2:66][NH:65][CH2:64]1. The product is [C:1]([O:5][C:6](=[O:7])[NH:8][C@H:9]([CH2:29][C:30]1[CH:35]=[C:34]([F:36])[C:33]([F:37])=[CH:32][C:31]=1[F:38])[CH2:10][C:11]([N:13]1[CH2:18][CH2:17][N:16]2[C:19]([C:25]([F:26])([F:28])[F:27])=[N:20][C:21]([C:22]([N:65]3[CH2:66][CH2:67][C@H:63]([F:62])[CH2:64]3)=[O:23])=[C:15]2[CH2:14]1)=[O:12])([CH3:4])([CH3:3])[CH3:2]. The catalyst is ClCCl. The yield is 0.890. (5) The reactants are [NH2:1][C:2]1[C:11]2[CH:10]=[CH:9][CH:8]=[C:7](Br)[C:6]=2[N:5]=[C:4]2[CH2:13][N:14]([CH2:17][CH3:18])[C:15](=[O:16])[C:3]=12.[F:19][C:20]1[CH:25]=[CH:24][CH:23]=[C:22]([O:26][CH3:27])[C:21]=1B(O)O. No catalyst specified. The product is [NH2:1][C:2]1[C:11]2[CH:10]=[CH:9][CH:8]=[C:7]([C:21]3[C:22]([O:26][CH3:27])=[CH:23][CH:24]=[CH:25][C:20]=3[F:19])[C:6]=2[N:5]=[C:4]2[CH2:13][N:14]([CH2:17][CH3:18])[C:15](=[O:16])[C:3]=12. The yield is 0.610. (6) The reactants are [Br:1]N1C(=O)CCC1=O.C(OOC(=O)C1C=CC=CC=1)(=O)C1C=CC=CC=1.[C:27]([O:31][C:32]([O:34][C:35]1[C:47]([C:48]([F:51])([F:50])[F:49])=[CH:46][CH:45]=[C:44]([CH3:52])[C:36]=1[C:37]([O:39][C:40]([CH3:43])([CH3:42])[CH3:41])=[O:38])=[O:33])([CH3:30])([CH3:29])[CH3:28]. The catalyst is C(Cl)(Cl)(Cl)Cl. The product is [Br:1][CH2:52][C:44]1[C:36]([C:37]([O:39][C:40]([CH3:43])([CH3:42])[CH3:41])=[O:38])=[C:35]([O:34][C:32]([O:31][C:27]([CH3:28])([CH3:29])[CH3:30])=[O:33])[C:47]([C:48]([F:49])([F:50])[F:51])=[CH:46][CH:45]=1. The yield is 0.520.